Task: Predict the reactants needed to synthesize the given product.. Dataset: Full USPTO retrosynthesis dataset with 1.9M reactions from patents (1976-2016) (1) Given the product [Br:17][C:8]1[CH:7]=[CH:6][C:4]([NH2:5])=[C:3]([CH3:9])[C:2]=1[F:1], predict the reactants needed to synthesize it. The reactants are: [F:1][C:2]1[C:3]([CH3:9])=[C:4]([CH:6]=[CH:7][CH:8]=1)[NH2:5].C1C(=O)N([Br:17])C(=O)C1.[O-]S([O-])(=S)=O.[Na+].[Na+]. (2) Given the product [NH2:15][C:4]1[C:5]([C:12]([NH2:14])=[O:13])=[N:6][N:7]([CH2:8][CH2:9][O:10][CH3:11])[C:3]=1[CH2:1][CH3:2], predict the reactants needed to synthesize it. The reactants are: [CH2:1]([C:3]1[N:7]([CH2:8][CH2:9][O:10][CH3:11])[N:6]=[C:5]([C:12]([NH2:14])=[O:13])[C:4]=1[N+:15]([O-])=O)[CH3:2]. (3) Given the product [F:40][C:19]1[CH:20]=[C:21]([N:24]([C:33]2[CH:34]=[CH:35][C:36]([F:39])=[CH:37][CH:38]=2)[C:25]([C:27]2([C:30]([NH2:32])=[O:31])[CH2:29][CH2:28]2)=[O:26])[CH:22]=[CH:23][C:18]=1[O:17][C:11]1[C:10]2[C:15](=[CH:16][C:7]([O:6][CH2:5][C:2]3([NH:1][CH:46]4[CH2:47][CH2:48][O:43][CH2:44][CH2:45]4)[CH2:3][CH2:4]3)=[C:8]([O:41][CH3:42])[CH:9]=2)[N:14]=[CH:13][CH:12]=1, predict the reactants needed to synthesize it. The reactants are: [NH2:1][C:2]1([CH2:5][O:6][C:7]2[CH:16]=[C:15]3[C:10]([C:11]([O:17][C:18]4[CH:23]=[CH:22][C:21]([N:24]([C:33]5[CH:38]=[CH:37][C:36]([F:39])=[CH:35][CH:34]=5)[C:25]([C:27]5([C:30]([NH2:32])=[O:31])[CH2:29][CH2:28]5)=[O:26])=[CH:20][C:19]=4[F:40])=[CH:12][CH:13]=[N:14]3)=[CH:9][C:8]=2[O:41][CH3:42])[CH2:4][CH2:3]1.[O:43]1[CH2:48][CH2:47][C:46](=O)[CH2:45][CH2:44]1.CC(O)=O.C([O-])(O)=O.[Na+]. (4) Given the product [Br:17][C:14]1[CH:13]=[CH:12][C:11]([C:10]2[O:9][N:8]=[C:7]([CH3:18])[C:6]=2[CH2:5][CH2:4][OH:3])=[CH:16][CH:15]=1, predict the reactants needed to synthesize it. The reactants are: C([O:3][C:4](=O)[CH2:5][C:6]1[C:7]([CH3:18])=[N:8][O:9][C:10]=1[C:11]1[CH:16]=[CH:15][C:14]([Br:17])=[CH:13][CH:12]=1)C.[H-].[Al+3].[Li+].[H-].[H-].[H-]. (5) The reactants are: [NH2:1][C:2]1[CH:7]=[CH:6][C:5]([S:8][CH2:9][CH2:10][N:11]([CH2:24][C:25]([F:28])([F:27])[F:26])[C:12]2[CH:19]=[CH:18][C:15]([C:16]#[N:17])=[C:14]([C:20]([F:23])([F:22])[F:21])[CH:13]=2)=[CH:4][CH:3]=1.[CH3:29][S:30](Cl)(=[O:32])=[O:31]. Given the product [C:16]([C:15]1[CH:18]=[CH:19][C:12]([N:11]([CH2:24][C:25]([F:28])([F:26])[F:27])[CH2:10][CH2:9][S:8][C:5]2[CH:6]=[CH:7][C:2]([NH:1][S:30]([CH3:29])(=[O:32])=[O:31])=[CH:3][CH:4]=2)=[CH:13][C:14]=1[C:20]([F:21])([F:22])[F:23])#[N:17], predict the reactants needed to synthesize it. (6) Given the product [OH:22][C:23]1[CH:24]=[C:25]([NH:26][S:2]([C:5]2[CH:14]=[CH:13][C:12]3[NH:11][C:10](=[O:15])[C:9]4[NH:16][CH:17]=[CH:18][C:8]=4[C:7]=3[CH:6]=2)(=[O:3])=[O:4])[CH:27]=[CH:28][CH:29]=1.[CH2:18]([C:19]([O-:21])=[O:20])[CH3:17], predict the reactants needed to synthesize it. The reactants are: Cl[S:2]([C:5]1[CH:14]=[CH:13][C:12]2[NH:11][C:10](=[O:15])[C:9]3[NH:16][CH:17]=[C:18]([C:19]([OH:21])=[O:20])[C:8]=3[C:7]=2[CH:6]=1)(=[O:4])=[O:3].[OH:22][C:23]1[CH:24]=[C:25]([CH:27]=[CH:28][CH:29]=1)[NH2:26].